From a dataset of Buchwald-Hartwig C-N cross coupling reaction yields with 55,370 reactions. Predict the reaction yield, written as a fraction of the theoretical maximum amount of product (1.0 means a 100% yield; for example, 0.34 means a 34% yield). (1) The reactants are Ic1cccnc1.Cc1ccc(N)cc1.O=S(=O)(O[Pd]1c2ccccc2-c2ccccc2N~1)C(F)(F)F.CC(C)c1cc(C(C)C)c(-c2ccccc2P(C2CCCCC2)C2CCCCC2)c(C(C)C)c1.CN(C)C(=NC(C)(C)C)N(C)C.Fc1cccc(F)c1-c1ccno1. No catalyst specified. The product is Cc1ccc(Nc2cccnc2)cc1. The yield is 0.128. (2) The reactants are CCc1ccc(Cl)cc1.Cc1ccc(N)cc1.O=S(=O)(O[Pd]1c2ccccc2-c2ccccc2N~1)C(F)(F)F.COc1ccc(OC)c(P(C(C)(C)C)C(C)(C)C)c1-c1c(C(C)C)cc(C(C)C)cc1C(C)C.CN(C)C(=NC(C)(C)C)N(C)C.c1ccc(-c2cnoc2)cc1. No catalyst specified. The product is CCc1ccc(Nc2ccc(C)cc2)cc1. The yield is 0. (3) The reactants are Brc1ccccn1.Cc1ccc(N)cc1.O=S(=O)(O[Pd]1c2ccccc2-c2ccccc2N~1)C(F)(F)F.COc1ccc(OC)c(P([C@]23C[C@H]4C[C@H](C[C@H](C4)C2)C3)[C@]23C[C@H]4C[C@H](C[C@H](C4)C2)C3)c1-c1c(C(C)C)cc(C(C)C)cc1C(C)C.CN(C)C(=NC(C)(C)C)N(C)C.c1ccc(CN(Cc2ccccc2)c2ccon2)cc1. No catalyst specified. The product is Cc1ccc(Nc2ccccn2)cc1. The yield is 0.414. (4) The reactants are FC(F)(F)c1ccc(Cl)cc1.Cc1ccc(N)cc1.O=S(=O)(O[Pd]1c2ccccc2-c2ccccc2N~1)C(F)(F)F.CC(C)c1cc(C(C)C)c(-c2ccccc2P(C2CCCCC2)C2CCCCC2)c(C(C)C)c1.CN(C)C(=NC(C)(C)C)N(C)C.c1ccc2oncc2c1. No catalyst specified. The product is Cc1ccc(Nc2ccc(C(F)(F)F)cc2)cc1. The yield is 0.139.